This data is from Full USPTO retrosynthesis dataset with 1.9M reactions from patents (1976-2016). The task is: Predict the reactants needed to synthesize the given product. (1) Given the product [NH:40]1[CH2:41][CH:38]([C:36]2[CH:37]=[C:32]([Cl:31])[CH:33]=[CH:34][C:35]=2[O:49][C:3]2[C:2]([Cl:1])=[CH:7][C:6]([S:8]([NH:11][C:23]3[S:24][C:25]([Cl:28])=[CH:26][N:27]=3)(=[O:9])=[O:10])=[C:5]([F:29])[CH:4]=2)[CH2:39]1, predict the reactants needed to synthesize it. The reactants are: [Cl:1][C:2]1[C:3](F)=[CH:4][C:5]([F:29])=[C:6]([S:8]([N:11]([C:23]2[S:24][C:25]([Cl:28])=[CH:26][N:27]=2)CC2C=CC(OC)=CC=2OC)(=[O:10])=[O:9])[CH:7]=1.[Cl:31][C:32]1[CH:33]=[CH:34][C:35]([OH:49])=[C:36]([CH:38]2[CH2:41][N:40](C(OC(C)(C)C)=O)[CH2:39]2)[CH:37]=1.FC(F)(F)C(O)=O. (2) Given the product [CH3:19][O:18][C:15]1[CH:14]=[CH:13][C:12]([C:9]([C:6]2[CH:5]=[CH:4][C:3]([O:2][CH3:1])=[CH:8][CH:7]=2)=[C:10]([Br:20])[CH3:11])=[CH:17][CH:16]=1, predict the reactants needed to synthesize it. The reactants are: [CH3:1][O:2][C:3]1[CH:8]=[CH:7][C:6]([C:9]([C:12]2[CH:17]=[CH:16][C:15]([O:18][CH3:19])=[CH:14][CH:13]=2)=[CH:10][CH3:11])=[CH:5][CH:4]=1.[Br:20]Br. (3) The reactants are: [Cl:1][C:2]1[CH:9]=[CH:8][C:5]([CH:6]=O)=[CH:4][CH:3]=1.[CH3:10][C:11]([CH3:13])=[O:12].[OH-].[Na+].O. Given the product [Cl:1][C:2]1[CH:9]=[CH:8][C:5]([CH:6]=[CH:10][C:11](=[O:12])[CH:13]=[CH:6][C:5]2[CH:8]=[CH:9][C:2]([Cl:1])=[CH:3][CH:4]=2)=[CH:4][CH:3]=1, predict the reactants needed to synthesize it. (4) Given the product [CH3:1][N:2]1[CH2:7][CH2:6][N:5]([C:8]([O:10][C@@H:11]2[N:20]([C:21]3[CH:22]=[CH:23][C:24]([Cl:27])=[CH:25][N:26]=3)[C:18](=[O:19])[C:13]3[N:14]=[CH:15][CH:16]=[N:17][C:12]2=3)=[O:9])[CH2:4][CH2:3]1.[C:28]([O-:38])(=[O:37])[C@@H:29]([C:31]1[CH:36]=[CH:35][CH:34]=[CH:33][CH:32]=1)[OH:30], predict the reactants needed to synthesize it. The reactants are: [CH3:1][N:2]1[CH2:7][CH2:6][N:5]([C:8]([O:10][C@@H:11]2[N:20]([C:21]3[CH:22]=[CH:23][C:24]([Cl:27])=[CH:25][N:26]=3)[C:18](=[O:19])[C:13]3[N:14]=[CH:15][CH:16]=[N:17][C:12]2=3)=[O:9])[CH2:4][CH2:3]1.[C:28]([OH:38])(=[O:37])[C@@H:29]([C:31]1[CH:36]=[CH:35][CH:34]=[CH:33][CH:32]=1)[OH:30]. (5) Given the product [F:1][C:2]1[CH:3]=[CH:4][C:5]([N:8]2[CH:11]([C:12]3[CH:13]=[CH:14][C:15]([O:18][CH2:19][C:20]([OH:22])=[O:21])=[CH:16][CH:17]=3)[CH:10]([CH2:27][CH2:28][O:29][C:30]3[CH:31]=[CH:32][C:33]([F:36])=[CH:34][CH:35]=3)[C:9]2=[O:37])=[CH:6][CH:7]=1, predict the reactants needed to synthesize it. The reactants are: [F:1][C:2]1[CH:7]=[CH:6][C:5]([N:8]2[CH:11]([C:12]3[CH:17]=[CH:16][C:15]([O:18][CH2:19][C:20]([O:22]C(C)(C)C)=[O:21])=[CH:14][CH:13]=3)[CH:10]([CH2:27][CH2:28][O:29][C:30]3[CH:35]=[CH:34][C:33]([F:36])=[CH:32][CH:31]=3)[C:9]2=[O:37])=[CH:4][CH:3]=1.